This data is from Full USPTO retrosynthesis dataset with 1.9M reactions from patents (1976-2016). The task is: Predict the reactants needed to synthesize the given product. (1) Given the product [CH2:20]([O:13][C:12](=[O:14])[CH2:11][C:8]1([C:5]2[CH:4]=[CH:3][C:2]([Br:1])=[CH:7][CH:6]=2)[CH2:9][CH2:10]1)[CH3:21], predict the reactants needed to synthesize it. The reactants are: [Br:1][C:2]1[CH:7]=[CH:6][C:5]([C:8]2([CH2:11][C:12]([OH:14])=[O:13])[CH2:10][CH2:9]2)=[CH:4][CH:3]=1.S(=O)(=O)(O)O.[CH3:20][CH2:21]O. (2) Given the product [Cl:1][C:2]1[CH:32]=[CH:31][C:5]([CH2:6][N:7]2[C:15]3[C:10](=[CH:11][C:12](/[CH:16]=[C:17]4/[C:18](=[O:30])[N:19]([C@@H:23]5[CH2:28][CH2:27][N:26]([CH2:38][C:39]#[N:40])[CH2:25][C@H:24]5[F:29])[C:20](=[O:22])[S:21]/4)=[CH:13][CH:14]=3)[CH:9]=[N:8]2)=[C:4]([C:33]([F:36])([F:35])[F:34])[CH:3]=1, predict the reactants needed to synthesize it. The reactants are: [Cl:1][C:2]1[CH:32]=[CH:31][C:5]([CH2:6][N:7]2[C:15]3[C:10](=[CH:11][C:12](/[CH:16]=[C:17]4/[C:18](=[O:30])[N:19]([C@@H:23]5[CH2:28][CH2:27][NH:26][CH2:25][C@H:24]5[F:29])[C:20](=[O:22])[S:21]/4)=[CH:13][CH:14]=3)[CH:9]=[N:8]2)=[C:4]([C:33]([F:36])([F:35])[F:34])[CH:3]=1.Br[CH2:38][C:39]#[N:40]. (3) Given the product [Br:2][C:3]1[CH:4]=[C:5]([Cl:11])[C:6]([CH2:9][N:10]2[C:22](=[O:23])[C:21]3[C:20](=[CH:28][CH:27]=[CH:26][CH:25]=3)[C:19]2=[O:24])=[N:7][CH:8]=1, predict the reactants needed to synthesize it. The reactants are: Cl.[Br:2][C:3]1[CH:4]=[C:5]([Cl:11])[C:6]([CH2:9][NH2:10])=[N:7][CH:8]=1.CCN(CC)CC.[C:19]1(=O)[O:24][C:22](=[O:23])[C:21]2=[CH:25][CH:26]=[CH:27][CH:28]=[C:20]12. (4) Given the product [Br:8][C:7]1[C:2]2[N:1]=[C:32]([C:31]3[CH:30]=[CH:29][C:28]([C:25]4[CH:26]=[CH:27][C:22]([F:21])=[CH:23][CH:24]=4)=[CH:35][CH:34]=3)[N:9]([CH2:10][C@@H:11]3[CH2:15][CH2:14][N:13]([C:16]([CH:18]4[CH2:19][CH2:20]4)=[O:17])[CH2:12]3)[C:3]=2[CH:4]=[CH:5][CH:6]=1, predict the reactants needed to synthesize it. The reactants are: [NH2:1][C:2]1[C:7]([Br:8])=[CH:6][CH:5]=[CH:4][C:3]=1[NH:9][CH2:10][C@@H:11]1[CH2:15][CH2:14][N:13]([C:16]([CH:18]2[CH2:20][CH2:19]2)=[O:17])[CH2:12]1.[F:21][C:22]1[CH:27]=[CH:26][C:25]([C:28]2[CH:35]=[CH:34][C:31]([CH:32]=O)=[CH:30][CH:29]=2)=[CH:24][CH:23]=1.OOS([O-])=O.[K+]. (5) Given the product [CH2:1]([O:5][C:6]1[CH:10]=[C:9]([CH2:11][CH2:12][S:13]([NH:16][C:36](=[O:37])[O:38][CH2:39][CH2:40][CH2:41][CH3:42])(=[O:14])=[O:15])[N:8]([CH2:17][C:18]2[CH:23]=[CH:22][C:21]([Cl:24])=[CH:20][C:19]=2[Cl:25])[N:7]=1)[CH2:2][CH2:3][CH3:4], predict the reactants needed to synthesize it. The reactants are: [CH2:1]([O:5][C:6]1[CH:10]=[C:9]([CH2:11][CH2:12][S:13]([NH2:16])(=[O:15])=[O:14])[N:8]([CH2:17][C:18]2[CH:23]=[CH:22][C:21]([Cl:24])=[CH:20][C:19]=2[Cl:25])[N:7]=1)[CH2:2][CH2:3][CH3:4].C(N(CC)C(C)C)(C)C.Cl[C:36]([O:38][CH2:39][CH2:40][CH2:41][CH3:42])=[O:37]. (6) Given the product [CH3:27][O:26][C:23]1[CH:24]=[CH:25][C:20]([S:17]([N:8]2[C:9]3[C:14](=[CH:13][C:12]([O:15][CH3:16])=[CH:11][CH:10]=3)[C:6]([CH:5]=[CH:4][C:3]([OH:28])=[O:2])=[CH:7]2)(=[O:18])=[O:19])=[CH:21][CH:22]=1, predict the reactants needed to synthesize it. The reactants are: C[O:2][C:3](=[O:28])[CH2:4][CH2:5][C:6]1[C:14]2[C:9](=[CH:10][CH:11]=[C:12]([O:15][CH3:16])[CH:13]=2)[N:8]([S:17]([C:20]2[CH:25]=[CH:24][C:23]([O:26][CH3:27])=[CH:22][CH:21]=2)(=[O:19])=[O:18])[CH:7]=1.C(O)(=O)CC(O)=O.N1CCCCC1. (7) Given the product [C:60]([NH:59][CH:49]([CH2:50][C:51]1[CH:56]=[C:55]([F:57])[CH:54]=[C:53]([F:58])[CH:52]=1)[CH:48]([OH:63])[CH2:47][NH:46][C:39]1([C:35]2[CH:36]=[CH:37][CH:38]=[C:33]([C:29]([CH3:32])([CH3:31])[CH3:30])[CH:34]=2)[CH2:44][CH2:43][C:42](=[CH:5][C:3]([N:2]([CH3:26])[CH3:1])=[O:4])[CH2:41][CH2:40]1)(=[O:62])[CH3:61], predict the reactants needed to synthesize it. The reactants are: [CH3:1][N:2]([CH3:26])[C:3]([CH2:5]P(=O)(OCCCCCCCC)OCCCCCCCC)=[O:4].[H-].[Na+].[C:29]([C:33]1[CH:34]=[C:35]([C:39]2([NH:46][CH2:47][CH:48]([OH:63])[CH:49]([NH:59][C:60](=[O:62])[CH3:61])[CH2:50][C:51]3[CH:56]=[C:55]([F:57])[CH:54]=[C:53]([F:58])[CH:52]=3)[CH2:44][CH2:43][C:42](=O)[CH2:41][CH2:40]2)[CH:36]=[CH:37][CH:38]=1)([CH3:32])([CH3:31])[CH3:30]. (8) Given the product [CH2:15]([NH:14][C:10]1[CH:9]=[C:8]([C:5]2[CH:4]=[CH:3][C:2]([Cl:1])=[CH:7][CH:6]=2)[CH:13]=[CH:12][CH:11]=1)[CH2:16][CH2:17][CH3:18], predict the reactants needed to synthesize it. The reactants are: [Cl:1][C:2]1[CH:7]=[CH:6][C:5]([C:8]2[CH:13]=[CH:12][CH:11]=[C:10]([NH2:14])[CH:9]=2)=[CH:4][CH:3]=1.[CH:15](=O)[CH2:16][CH2:17][CH3:18]. (9) Given the product [C:35]1([C:41]2[CH:46]=[C:45]([C:47]3[CH:52]=[CH:51][CH:50]=[CH:49][CH:48]=3)[N:44]=[C:43]([O:53][CH2:54][CH2:55][CH2:56][CH2:57][CH2:58][C:18]([NH:1][C@H:2]([C:15]([OH:17])=[O:16])[CH2:3][C:4]3[CH:5]=[CH:6][C:7]([OH:10])=[CH:8][CH:9]=3)=[O:20])[CH:42]=2)[CH:40]=[CH:39][CH:38]=[CH:37][CH:36]=1, predict the reactants needed to synthesize it. The reactants are: [NH:1]([C:18]([O:20]CC1C2C(=CC=CC=2)C2C1=CC=CC=2)=O)[C@H:2]([C:15]([OH:17])=[O:16])[CH2:3][C:4]1[CH:9]=[CH:8][C:7]([O:10]C(C)(C)C)=[CH:6][CH:5]=1.[C:35]1([C:41]2[CH:46]=[C:45]([C:47]3[CH:52]=[CH:51][CH:50]=[CH:49][CH:48]=3)[N:44]=[C:43]([O:53][CH2:54][CH2:55][CH2:56][CH2:57][CH2:58]C(O)=O)[CH:42]=2)[CH:40]=[CH:39][CH:38]=[CH:37][CH:36]=1.CN(C(ON1N=NC2C=CC=CC1=2)=[N+](C)C)C.F[P-](F)(F)(F)(F)F.C1C=CC2N(O)N=NC=2C=1.